The task is: Predict the product of the given reaction.. This data is from Forward reaction prediction with 1.9M reactions from USPTO patents (1976-2016). (1) Given the reactants Cl.[CH3:2][O:3][C:4]1[CH:5]=[C:6]2[C:11](=[C:12]([N:14]3[CH2:20][CH2:19][CH2:18][N:17]([CH3:21])[CH2:16][CH2:15]3)[CH:13]=1)[O:10][C:9]([C:22](O)=[O:23])=[CH:8][C:7]2=[O:25].[O:26]1[CH2:31][CH2:30][N:29]([C:32]2[CH:38]=[CH:37][C:35]([NH2:36])=[CH:34][CH:33]=2)[CH2:28][CH2:27]1.CN(C(ON1N=NC2C=CC=CC1=2)=[N+](C)C)C.[B-](F)(F)(F)F.C1C=CC2N(O)N=NC=2C=1, predict the reaction product. The product is: [N:29]1([C:32]2[CH:33]=[CH:34][C:35]([NH:36][C:22]([C:9]3[O:10][C:11]4[C:6]([C:7](=[O:25])[CH:8]=3)=[CH:5][C:4]([O:3][CH3:2])=[CH:13][C:12]=4[N:14]3[CH2:20][CH2:19][CH2:18][N:17]([CH3:21])[CH2:16][CH2:15]3)=[O:23])=[CH:37][CH:38]=2)[CH2:28][CH2:27][O:26][CH2:31][CH2:30]1. (2) Given the reactants [F:1][C:2]1[C:7]([O:8][CH3:9])=[CH:6][C:5]([O:10][CH3:11])=[C:4]([F:12])[C:3]=1[C:13]1[N:18]=[C:17]2[NH:19][N:20]=[C:21](I)[C:16]2=[CH:15][N:14]=1.[CH:23]1([N:26]2[CH2:34][C:33]3[C:28](=[CH:29][CH:30]=[C:31](B4OC(C)(C)C(C)(C)O4)[CH:32]=3)[C:27]2=[O:44])[CH2:25][CH2:24]1, predict the reaction product. The product is: [CH:23]1([N:26]2[CH2:34][C:33]3[C:28](=[CH:29][CH:30]=[C:31]([C:21]4[C:16]5[C:17](=[N:18][C:13]([C:3]6[C:2]([F:1])=[C:7]([O:8][CH3:9])[CH:6]=[C:5]([O:10][CH3:11])[C:4]=6[F:12])=[N:14][CH:15]=5)[NH:19][N:20]=4)[CH:32]=3)[C:27]2=[O:44])[CH2:25][CH2:24]1. (3) Given the reactants [CH2:1]([O:8][C:9](=[O:20])[CH:10]([C:14]1[CH:19]=[CH:18][CH:17]=[CH:16][CH:15]=1)[C:11]([OH:13])=O)[C:2]1[CH:7]=[CH:6][CH:5]=[CH:4][CH:3]=1.Cl.[C:22]([C:25]1[CH:31]=[CH:30][C:28]([NH2:29])=[CH:27][CH:26]=1)(=[NH:24])[NH2:23].[B-](F)(F)(F)F.CCOC(C(C#N)=NOC(N(C)C)=[N+](C)C)=O.CCN(C(C)C)C(C)C, predict the reaction product. The product is: [CH2:1]([O:8][C:9](=[O:20])[CH:10]([C:14]1[CH:19]=[CH:18][CH:17]=[CH:16][CH:15]=1)[C:11]([NH:29][C:28]1[CH:30]=[CH:31][C:25]([C:22](=[NH:23])[NH2:24])=[CH:26][CH:27]=1)=[O:13])[C:2]1[CH:3]=[CH:4][CH:5]=[CH:6][CH:7]=1. (4) Given the reactants [CH2:1]([C:3]1[C:23]2=[N:24][C:5](=[CH:6][C:7]3[NH:11][C:10]([CH:12]=[C:13]4[N:29]=[C:16]([CH:17]=[C:18]5[NH:25][C:21](=[CH:22]2)[C:20]([CH2:26][CH3:27])=[C:19]5[CH3:28])[C:15]([CH3:30])=[CH:14]4)=[CH:9][C:8]=3[CH3:31])[C:4]=1[CH3:32])[CH3:2].C12C=C3N=C(C=C3)C=C3NC(C=C3)=CC3=NC(C=C3)=CC(N1)=CC=2.[Cl-].[In+3:58].[Cl-].[Cl-].C([O-])(=[O:63])C.[Na+], predict the reaction product. The product is: [CH2:26]([C:20]1[C:21]2=[N:25][C:18](=[CH:17][C:16]3[NH:29][C:13]([CH:12]=[C:10]4[N:11]=[C:7]([CH:6]=[C:5]5[NH:24][C:23](=[CH:22]2)[C:3]([CH2:1][CH3:2])=[C:4]5[CH3:32])[C:8]([CH3:31])=[CH:9]4)=[CH:14][C:15]=3[CH3:30])[C:19]=1[CH3:28])[CH3:27].[OH-:63].[In+3:58].[OH-:63].[OH-:63]. (5) Given the reactants [Cl:1][C:2]1[CH:3]=[CH:4][C:5]([NH:8][C:9](=[O:31])[C:10]2[CH:15]=[CH:14][CH:13]=[CH:12][C:11]=2[N:16]=[CH:17][CH:18]2[CH2:23][CH2:22][N:21](C(OC(C)(C)C)=O)[CH2:20][CH2:19]2)=[N:6][CH:7]=1.[B-][N+](C)(C)C, predict the reaction product. The product is: [Cl:1][C:2]1[CH:3]=[CH:4][C:5]([NH:8][C:9](=[O:31])[C:10]2[CH:15]=[CH:14][CH:13]=[CH:12][C:11]=2[NH:16][CH2:17][CH:18]2[CH2:19][CH2:20][NH:21][CH2:22][CH2:23]2)=[N:6][CH:7]=1. (6) Given the reactants [Cl:1][C:2]1[CH:7]=[C:6]([C:8]2[CH:9]=[N:10][C:11]([C:14]([F:17])([F:16])[F:15])=[N:12][CH:13]=2)[N:5]=[CH:4][C:3]=1[CH:18]=[O:19].C[Si](C)(C)[C:22]([F:25])([F:24])[F:23].C(=O)([O-])[O-].[K+].[K+], predict the reaction product. The product is: [Cl:1][C:2]1[CH:7]=[C:6]([C:8]2[CH:13]=[N:12][C:11]([C:14]([F:16])([F:15])[F:17])=[N:10][CH:9]=2)[N:5]=[CH:4][C:3]=1[CH:18]([OH:19])[C:22]([F:25])([F:24])[F:23]. (7) Given the reactants C([N:8]1[CH2:13][CH2:12][C:11]([CH2:24][CH2:25][N:26]2[C@H:31]3[CH2:32][CH2:33][C@@H:27]2[CH2:28][CH:29]([N:34]2[C:38]4[CH:39]=[CH:40][CH:41]=[CH:42][C:37]=4[N:36]=[C:35]2[CH3:43])[CH2:30]3)([C:14]2[CH:19]=[CH:18][CH:17]=[C:16]([C:20]([F:23])([F:22])[F:21])[CH:15]=2)[CH2:10][CH2:9]1)C1C=CC=CC=1.[ClH:44], predict the reaction product. The product is: [ClH:44].[ClH:44].[CH3:43][C:35]1[N:34]([CH:29]2[CH2:28][CH:27]3[N:26]([CH2:25][CH2:24][C:11]4([C:14]5[CH:19]=[CH:18][CH:17]=[C:16]([C:20]([F:21])([F:23])[F:22])[CH:15]=5)[CH2:12][CH2:13][NH:8][CH2:9][CH2:10]4)[CH:31]([CH2:32][CH2:33]3)[CH2:30]2)[C:38]2[CH:39]=[CH:40][CH:41]=[CH:42][C:37]=2[N:36]=1. (8) Given the reactants [CH3:1][S:2](Cl)(=[O:4])=[O:3].OC(C(F)(F)F)=O.[Cl:13][C:14]1[CH:19]=[C:18]([C:20]([F:23])([F:22])[F:21])[CH:17]=[CH:16][C:15]=1[O:24][CH:25]1[CH2:30][CH2:29][NH:28][CH2:27][CH2:26]1, predict the reaction product. The product is: [Cl:13][C:14]1[CH:19]=[C:18]([C:20]([F:23])([F:22])[F:21])[CH:17]=[CH:16][C:15]=1[O:24][CH:25]1[CH2:30][CH2:29][N:28]([S:2]([CH3:1])(=[O:4])=[O:3])[CH2:27][CH2:26]1. (9) Given the reactants [CH:1]1(/[CH:7]=[N:8]/[CH2:9][C:10]2[CH:15]=[CH:14][CH:13]=[CH:12][CH:11]=2)[CH2:6][CH2:5][CH:4]=[CH:3][CH2:2]1.CC(C)([O-])C.[K+], predict the reaction product. The product is: [CH:7](=[N:8]/[CH2:9][CH:10]1[CH2:15][CH2:14][CH:13]=[CH:12][CH2:11]1)\[C:1]1[CH:6]=[CH:5][CH:4]=[CH:3][CH:2]=1.